This data is from Forward reaction prediction with 1.9M reactions from USPTO patents (1976-2016). The task is: Predict the product of the given reaction. Given the reactants OC1C=CC(OC)=C(C=1)C#N.C(=O)([O-])[O-].[Cs+].[Cs+].BrCC=C(Cl)Cl.[Cl:24][C:25]([Cl:39])=[CH:26][CH2:27][O:28][C:29]1[CH:30]=[CH:31][C:32]([O:37][CH3:38])=[C:33]([CH:36]=1)[C:34]#[N:35].C(=O)([O-])[O-].[K+].[K+].Cl.[NH2:47][OH:48].[OH-].[Na+], predict the reaction product. The product is: [Cl:24][C:25]([Cl:39])=[CH:26][CH2:27][O:28][C:29]1[CH:30]=[CH:31][C:32]([O:37][CH3:38])=[C:33]([CH:36]=1)[C:34]([NH:47][OH:48])=[NH:35].